The task is: Predict the reactants needed to synthesize the given product.. This data is from Full USPTO retrosynthesis dataset with 1.9M reactions from patents (1976-2016). (1) Given the product [O:9]=[C:6]1[CH2:7][CH2:8][N:3]([CH2:11][CH2:12][P:13](=[O:20])([O:17][CH2:18][CH3:19])[O:14][CH2:15][CH3:16])[CH2:4][CH2:5]1, predict the reactants needed to synthesize it. The reactants are: O.Cl.[NH:3]1[CH2:8][CH2:7][C:6](=[O:9])[CH2:5][CH2:4]1.Br[CH2:11][CH2:12][P:13](=[O:20])([O:17][CH2:18][CH3:19])[O:14][CH2:15][CH3:16].P(=O)([O-])[O-]. (2) Given the product [Cl:30][C:27]1[S:26][C:25]([S:22]([N:10]([S:7]([C:5]2[S:6][C:2]([Cl:1])=[CH:3][CH:4]=2)(=[O:8])=[O:9])[C:11]2[C:19]3[C:14](=[CH:15][CH:16]=[CH:17][C:18]=3[O:20][CH3:21])[N:13]([CH2:65][C:62]3[CH:61]=[CH:60][C:59]([CH2:58][NH:54][C:55](=[O:57])[O:56][C:49]([CH3:48])([CH3:44])[CH3:67])=[CH:64][CH:63]=3)[N:12]=2)(=[O:23])=[O:24])=[CH:29][CH:28]=1, predict the reactants needed to synthesize it. The reactants are: [Cl:1][C:2]1[S:6][C:5]([S:7]([N:10]([S:22]([C:25]2[S:26][C:27]([Cl:30])=[CH:28][CH:29]=2)(=[O:24])=[O:23])[C:11]2[C:19]3[C:14](=[CH:15][CH:16]=[CH:17][C:18]=3[O:20][CH3:21])[NH:13][N:12]=2)(=[O:9])=[O:8])=[CH:4][CH:3]=1.C1(P([C:44]2[CH:49]=[CH:48]C=CC=2)C2C=CC=CC=2)C=CC=CC=1.CC([N:54]([CH2:58][C:59]1[CH:64]=[CH:63][C:62]([CH2:65]O)=[CH:61][CH:60]=1)[C:55](=[O:57])[O-:56])(C)C.[CH3:67]C(OC(/N=N/C(OC(C)C)=O)=O)C. (3) Given the product [Br:1][C:2]1[CH:3]=[CH:4][C:5]([O:6][C:7]([CH3:12])([CH3:11])[C:8]([O:10][CH3:19])=[O:9])=[CH:13][CH:14]=1, predict the reactants needed to synthesize it. The reactants are: [Br:1][C:2]1[CH:14]=[CH:13][C:5]([O:6][C:7]([CH3:12])([CH3:11])[C:8]([OH:10])=[O:9])=[CH:4][CH:3]=1.S(Cl)(Cl)=O.[CH3:19]O. (4) Given the product [C:31]([C:25]1([C:22]2[CH:23]=[CH:24][C:19]([CH:17]([NH:16][C:11](=[O:13])[CH2:10][N:7]3[C:6]4[C:14]([F:15])=[C:2]([F:1])[CH:3]=[CH:4][C:5]=4[N:9]=[CH:8]3)[CH3:18])=[C:20]([CH3:33])[CH:21]=2)[CH2:26][CH2:27][S:28][CH2:29][CH2:30]1)#[N:32], predict the reactants needed to synthesize it. The reactants are: [F:1][C:2]1[CH:3]=[CH:4][C:5]2[N:9]=[CH:8][N:7]([CH2:10][C:11]([OH:13])=O)[C:6]=2[C:14]=1[F:15].[NH2:16][CH:17]([C:19]1[CH:24]=[CH:23][C:22]([C:25]2([C:31]#[N:32])[CH2:30][CH2:29][S:28][CH2:27][CH2:26]2)=[CH:21][C:20]=1[CH3:33])[CH3:18].CCN(CC)CC.CN(C(ON1N=NC2C=CC=NC1=2)=[N+](C)C)C.F[P-](F)(F)(F)(F)F. (5) Given the product [C:2](=[O:1])([O:23][C:18]([C:24]1[CH:29]=[CH:28][C:27]([CH:30]=[CH2:31])=[CH:26][CH:25]=1)([C:19]([F:21])([F:20])[F:22])[C:17]([F:32])([F:33])[F:16])[O:4][C:5]([CH3:8])([CH3:7])[CH3:6], predict the reactants needed to synthesize it. The reactants are: [O:1](C(OC(C)(C)C)=O)[C:2]([O:4][C:5]([CH3:8])([CH3:7])[CH3:6])=O.[F:16][C:17]([F:33])([F:32])[C:18]([C:24]1[CH:29]=[CH:28][C:27]([CH:30]=[CH2:31])=[CH:26][CH:25]=1)([OH:23])[C:19]([F:22])([F:21])[F:20].C([O-])([O-])=O.[K+].[K+]. (6) Given the product [Cl:1][C:2]1[CH:3]=[C:4]([NH:9][C:10]2[N:15]=[C:14]([NH:16][CH2:17][CH2:18][CH2:19][O:20][CH3:21])[C:13]([C:22]3[S:24][C:26]([C:27]([O:29][CH2:30][CH3:31])=[O:28])=[C:32]([C:34]4[CH:38]=[CH:37][N:36]([CH3:39])[N:35]=4)[N:23]=3)=[CH:12][N:11]=2)[CH:5]=[CH:6][C:7]=1[F:8], predict the reactants needed to synthesize it. The reactants are: [Cl:1][C:2]1[CH:3]=[C:4]([NH:9][C:10]2[N:15]=[C:14]([NH:16][CH2:17][CH2:18][CH2:19][O:20][CH3:21])[C:13]([C:22](=[S:24])[NH2:23])=[CH:12][N:11]=2)[CH:5]=[CH:6][C:7]=1[F:8].Cl[CH:26]([C:32]([C:34]1[CH:38]=[CH:37][N:36]([CH3:39])[N:35]=1)=O)[C:27]([O:29][CH2:30][CH3:31])=[O:28]. (7) Given the product [CH2:21]([O:20][C:11]1[CH:12]=[C:13]([C:16]([CH3:19])([CH3:18])[CH3:17])[CH:14]=[CH:15][C:10]=1[CH2:9][OH:8])[C:22]1[CH:23]=[CH:24][CH:25]=[CH:26][CH:27]=1, predict the reactants needed to synthesize it. The reactants are: C([O:8][C:9](=O)[C:10]1[CH:15]=[CH:14][C:13]([C:16]([CH3:19])([CH3:18])[CH3:17])=[CH:12][C:11]=1[O:20][CH2:21][C:22]1[CH:27]=[CH:26][CH:25]=[CH:24][CH:23]=1)C1C=CC=CC=1.[H-].[H-].[H-].[H-].[Li+].[Al+3].C(OCC)(=O)C.OS(O)(=O)=O.